From a dataset of Catalyst prediction with 721,799 reactions and 888 catalyst types from USPTO. Predict which catalyst facilitates the given reaction. (1) Reactant: C(OC([N:8]([CH2:41][C@H:42]([O:49][Si](C(C)(C)C)(C)C)[C:43]1[CH:44]=[N:45][CH:46]=[CH:47][CH:48]=1)[CH2:9][CH2:10][C:11]1[CH:16]=[CH:15][C:14]([C:17]2[CH:22]=[CH:21][C:20]([C:23]([NH:25][S:26]([CH2:29][CH2:30][C:31]([OH:33])=[O:32])(=[O:28])=[O:27])=[O:24])=[C:19]([O:34][CH:35]3[CH2:40][CH2:39][CH2:38][CH2:37][CH2:36]3)[CH:18]=2)=[CH:13][CH:12]=1)=O)(C)(C)C.[ClH:57]. Product: [ClH:57].[ClH:57].[CH:35]1([O:34][C:19]2[CH:18]=[C:17]([C:14]3[CH:13]=[CH:12][C:11]([CH2:10][CH2:9][NH:8][CH2:41][C@H:42]([OH:49])[C:43]4[CH:44]=[N:45][CH:46]=[CH:47][CH:48]=4)=[CH:16][CH:15]=3)[CH:22]=[CH:21][C:20]=2[C:23]([NH:25][S:26]([CH2:29][CH2:30][C:31]([OH:33])=[O:32])(=[O:27])=[O:28])=[O:24])[CH2:36][CH2:37][CH2:38][CH2:39][CH2:40]1. The catalyst class is: 12. (2) Product: [Cl:38][C:36]1[CH:35]=[CH:34][C:33]([OH:39])=[C:32]([C:25]2[C:24]([C:23]#[C:22][C:19]3[CH:18]=[CH:17][C:16]([NH:15][C:14]([C@H:9]4[CH2:10][CH2:11][CH2:12][CH2:13][NH:8]4)=[O:40])=[CH:21][CH:20]=3)=[CH:28][N:27]([CH2:29][CH2:30][OH:31])[N:26]=2)[CH:37]=1. Reactant: C(OC([N:8]1[CH2:13][CH2:12][CH2:11][CH2:10][C@@H:9]1[C:14](=[O:40])[NH:15][C:16]1[CH:21]=[CH:20][C:19]([C:22]#[C:23][C:24]2[C:25]([C:32]3[CH:37]=[C:36]([Cl:38])[CH:35]=[CH:34][C:33]=3[OH:39])=[N:26][N:27]([CH2:29][CH2:30][OH:31])[CH:28]=2)=[CH:18][CH:17]=1)=O)(C)(C)C.C(O)(C(F)(F)F)=O. The catalyst class is: 4. (3) Reactant: C(O[C:4](=[O:21])[CH2:5][C:6]([CH:8]1[CH2:13][CH2:12][N:11]([C:14]([O:16][C:17]([CH3:20])([CH3:19])[CH3:18])=[O:15])[CH2:10][CH2:9]1)=O)C.[Cl:22][C:23]1[CH:24]=[C:25]2[C:29](=[CH:30][CH:31]=1)[NH:28][N:27]=[C:26]2[NH2:32].P([O-])([O-])([O-])=O.[K+].[K+].[K+]. Product: [Cl:22][C:23]1[CH:31]=[CH:30][C:29]2[C:25](=[C:26]3[NH:32][C:6]([CH:8]4[CH2:9][CH2:10][N:11]([C:14]([O:16][C:17]([CH3:18])([CH3:19])[CH3:20])=[O:15])[CH2:12][CH2:13]4)=[CH:5][C:4](=[O:21])[N:27]3[N:28]=2)[CH:24]=1. The catalyst class is: 12.